This data is from Forward reaction prediction with 1.9M reactions from USPTO patents (1976-2016). The task is: Predict the product of the given reaction. (1) Given the reactants [OH:1][C:2]1[N:6]([C:7]2[CH:12]=[C:11]([C:13]#[N:14])[CH:10]=[CH:9][N:8]=2)[N:5]=[CH:4][CH:3]=1.[Cl:15][C:16]1[CH:21]=[CH:20][C:19]([CH2:22]O)=[C:18]([O:24][CH3:25])[CH:17]=1, predict the reaction product. The product is: [Cl:15][C:16]1[CH:21]=[CH:20][C:19]([CH2:22][O:1][C:2]2[N:6]([C:7]3[CH:12]=[C:11]([C:13]#[N:14])[CH:10]=[CH:9][N:8]=3)[N:5]=[CH:4][CH:3]=2)=[C:18]([O:24][CH3:25])[CH:17]=1. (2) Given the reactants [I-].[Li+].[CH2:3]([O:7][C:8]1[CH:13]=[CH:12][C:11]([S:14]([N:17]2[C@H:22]([CH3:23])[CH2:21][S:20][C:19]([CH3:25])([CH3:24])[C@@H:18]2[C:26]([O:28]C)=[O:27])(=[O:16])=[O:15])=[CH:10][CH:9]=1)[C:4]#[C:5][CH3:6], predict the reaction product. The product is: [CH2:3]([O:7][C:8]1[CH:13]=[CH:12][C:11]([S:14]([N:17]2[C@H:22]([CH3:23])[CH2:21][S:20][C:19]([CH3:24])([CH3:25])[C@@H:18]2[C:26]([OH:28])=[O:27])(=[O:15])=[O:16])=[CH:10][CH:9]=1)[C:4]#[C:5][CH3:6]. (3) Given the reactants [Li+].CCC[CH2-].C(NC(C)C)(C)C.[C:13]([C:17]1[CH:22]=[C:21]([CH3:23])[N:20]=[CH:19][N:18]=1)([CH3:16])([CH3:15])[CH3:14].[Br:24][C:25]1[CH:26]=[C:27]2[C:32](=[CH:33][CH:34]=1)[N:31]=[C:30]([NH:35][C:36]([CH3:39])([CH3:38])[CH3:37])[C:29]([CH:40]=[O:41])=[CH:28]2, predict the reaction product. The product is: [Br:24][C:25]1[CH:26]=[C:27]2[C:32](=[CH:33][CH:34]=1)[N:31]=[C:30]([NH:35][C:36]([CH3:37])([CH3:39])[CH3:38])[C:29]([CH:40]([OH:41])[CH2:23][C:21]1[CH:22]=[C:17]([C:13]([CH3:16])([CH3:15])[CH3:14])[N:18]=[CH:19][N:20]=1)=[CH:28]2. (4) The product is: [Br:1][C:2]1[CH:8]=[C:7]2[C:5](=[CH:4][CH:3]=1)[NH:6][C@@H:12]([CH:9]1[CH2:10][CH2:11]1)[C@H:15]([CH3:16])[C@H:14]2[NH:17][C:18](=[O:27])[O:19][CH2:20][C:21]1[CH:22]=[CH:23][CH:24]=[CH:25][CH:26]=1. Given the reactants [Br:1][C:2]1[CH:8]=[CH:7][C:5]([NH2:6])=[CH:4][CH:3]=1.[CH:9]1([CH:12]=O)[CH2:11][CH2:10]1.[CH:14](/[NH:17][C:18](=[O:27])[O:19][CH2:20][C:21]1[CH:26]=[CH:25][CH:24]=[CH:23][CH:22]=1)=[CH:15]\[CH3:16], predict the reaction product.